From a dataset of Reaction yield outcomes from USPTO patents with 853,638 reactions. Predict the reaction yield, written as a fraction of the theoretical maximum amount of product (1.0 means a 100% yield; for example, 0.34 means a 34% yield). (1) The reactants are [Li]CCCC.[F:6][C:7]1[CH:8]=[N:9][C:10]2[C:15]([CH:16]=1)=[CH:14][C:13]([O:17][CH3:18])=[CH:12][CH:11]=2.CN([CH:22]=[O:23])C.C(O)CC. The catalyst is C1COCC1. The product is [F:6][C:7]1[CH:8]=[N:9][C:10]2[C:15]([C:16]=1[CH:22]=[O:23])=[CH:14][C:13]([O:17][CH3:18])=[CH:12][CH:11]=2. The yield is 0.510. (2) The reactants are [CH3:1][O:2][C:3](=[O:37])[C@@H:4]([NH:16][C:17](=[O:36])[C:18]1[CH:23]=[CH:22][C:21]([C:24]#[C:25][C:26]#[C:27][C@@H:28]2[CH2:30][C@H:29]2[CH2:31][O:32]C(=O)C)=[CH:20][CH:19]=1)[C:5]([NH:8]C(OC(C)(C)C)=O)([CH3:7])[CH3:6].[ClH:38]. The catalyst is CO. The product is [ClH:38].[CH3:1][O:2][C:3](=[O:37])[C@@H:4]([NH:16][C:17](=[O:36])[C:18]1[CH:19]=[CH:20][C:21]([C:24]#[C:25][C:26]#[C:27][C@@H:28]2[CH2:30][C@H:29]2[CH2:31][OH:32])=[CH:22][CH:23]=1)[C:5]([NH2:8])([CH3:7])[CH3:6]. The yield is 0.910. (3) The reactants are [CH3:1][N:2]1[C:6]([CH:7]([CH2:10][CH:11]=[CH2:12])[CH2:8][OH:9])=[C:5]([N+:13]([O-:15])=[O:14])[CH:4]=[N:3]1.[H-].[Na+].[CH2:18](Br)[CH:19]=[CH2:20]. The catalyst is CN(C=O)C. The product is [CH2:20]([O:9][CH2:8][CH:7]([C:6]1[N:2]([CH3:1])[N:3]=[CH:4][C:5]=1[N+:13]([O-:15])=[O:14])[CH2:10][CH:11]=[CH2:12])[CH:19]=[CH2:18]. The yield is 0.780.